From a dataset of Reaction yield outcomes from USPTO patents with 853,638 reactions. Predict the reaction yield, written as a fraction of the theoretical maximum amount of product (1.0 means a 100% yield; for example, 0.34 means a 34% yield). (1) The reactants are O[CH2:2][C:3]1[N:4]=[C:5]([NH:8][C:9](=[O:15])[O:10][C:11]([CH3:14])([CH3:13])[CH3:12])[S:6][CH:7]=1.CCN(CC)CC.CS(Cl)(=O)=O.[NH:28]1[CH2:33][CH2:32][O:31][CH2:30][CH2:29]1. The catalyst is C(Cl)Cl. The product is [O:31]1[CH2:32][CH2:33][N:28]([CH2:2][C:3]2[N:4]=[C:5]([NH:8][C:9](=[O:15])[O:10][C:11]([CH3:14])([CH3:13])[CH3:12])[S:6][CH:7]=2)[CH2:29][CH2:30]1. The yield is 0.690. (2) The reactants are [CH2:1]([O:8][C:9]1[C:14]([CH3:15])=[CH:13][C:12]([C:16]2[NH:25][C:24](=[O:26])[C:23]3[C:18](=[CH:19][C:20]([O:29][CH3:30])=[CH:21][C:22]=3[O:27]C)[N:17]=2)=[CH:11][C:10]=1[CH3:31])[C:2]1[CH:7]=[CH:6][CH:5]=[CH:4][CH:3]=1.[Br-].[Mg+2].[Br-]. The catalyst is N1C=CC=CC=1. The product is [CH2:1]([O:8][C:9]1[C:14]([CH3:15])=[CH:13][C:12]([C:16]2[NH:25][C:24](=[O:26])[C:23]3[C:18](=[CH:19][C:20]([O:29][CH3:30])=[CH:21][C:22]=3[OH:27])[N:17]=2)=[CH:11][C:10]=1[CH3:31])[C:2]1[CH:3]=[CH:4][CH:5]=[CH:6][CH:7]=1. The yield is 0.650. (3) The reactants are [CH:1]1([CH2:7][C:8]2([CH3:40])[C:17]3[C:12](=[CH:13][CH:14]=[CH:15][CH:16]=3)[C:11]([OH:18])=[C:10]([C:19]3[NH:24][C:23]4[CH:25]=[CH:26][C:27]([NH:29]C(=O)OC(C)(C)C)=[CH:28][C:22]=4[S:21](=[O:38])(=[O:37])[N:20]=3)[C:9]2=[O:39])[CH2:6][CH2:5][CH2:4][CH2:3][CH2:2]1.[ClH:41]. The catalyst is O1CCOCC1. The product is [ClH:41].[NH2:29][C:27]1[CH:26]=[CH:25][C:23]2[NH:24][C:19]([C:10]3[C:9](=[O:39])[C:8]([CH2:7][CH:1]4[CH2:6][CH2:5][CH2:4][CH2:3][CH2:2]4)([CH3:40])[C:17]4[C:12]([C:11]=3[OH:18])=[CH:13][CH:14]=[CH:15][CH:16]=4)=[N:20][S:21](=[O:38])(=[O:37])[C:22]=2[CH:28]=1. The yield is 0.910. (4) The reactants are [CH3:1][O:2][C:3]1[CH:4]=[C:5]([CH:11]([NH:13][C:14]2[CH:19]=[C:18](F)[CH:17]=[CH:16][C:15]=2[C:21](=[O:26])[C:22]([F:25])([F:24])[F:23])[CH3:12])[CH:6]=[C:7]([O:9][CH3:10])[CH:8]=1.[N:27]1([C:33]([O:35][C:36]([CH3:39])([CH3:38])[CH3:37])=[O:34])[CH2:32][CH2:31][NH:30][CH2:29][CH2:28]1.C(N(CC)C(C)C)(C)C. The catalyst is C(#N)C. The product is [CH3:1][O:2][C:3]1[CH:4]=[C:5]([CH:11]([NH:13][C:14]2[CH:19]=[C:18]([N:30]3[CH2:29][CH2:28][N:27]([C:33]([O:35][C:36]([CH3:39])([CH3:38])[CH3:37])=[O:34])[CH2:32][CH2:31]3)[CH:17]=[CH:16][C:15]=2[C:21](=[O:26])[C:22]([F:25])([F:24])[F:23])[CH3:12])[CH:6]=[C:7]([O:9][CH3:10])[CH:8]=1. The yield is 0.270. (5) The reactants are [CH2:1]([S:8][C:9]1[CH:18]=[C:17]2[C:12]([C:13](Cl)=[N:14][CH:15]=[N:16]2)=[CH:11][CH:10]=1)[C:2]1[CH:7]=[CH:6][CH:5]=[CH:4][CH:3]=1.[Br:20][C:21]1[C:26]([CH3:27])=[CH:25][C:24](B2OC(C)(C)C(C)(C)O2)=[C:23]([O:37][CH3:38])[CH:22]=1.C(=O)([O-])[O-].[K+].[K+].O1CCOCC1. The catalyst is C1C=CC([P]([Pd]([P](C2C=CC=CC=2)(C2C=CC=CC=2)C2C=CC=CC=2)([P](C2C=CC=CC=2)(C2C=CC=CC=2)C2C=CC=CC=2)[P](C2C=CC=CC=2)(C2C=CC=CC=2)C2C=CC=CC=2)(C2C=CC=CC=2)C2C=CC=CC=2)=CC=1.O. The product is [CH2:1]([S:8][C:9]1[CH:18]=[C:17]2[C:12]([C:13]([C:24]3[CH:25]=[C:26]([CH3:27])[C:21]([Br:20])=[CH:22][C:23]=3[O:37][CH3:38])=[N:14][CH:15]=[N:16]2)=[CH:11][CH:10]=1)[C:2]1[CH:7]=[CH:6][CH:5]=[CH:4][CH:3]=1. The yield is 0.733. (6) The yield is 0.180. The product is [F:9][C:3]1[CH:4]=[C:5]([OH:8])[CH:6]=[CH:7][C:2]=1[N:11]([CH3:10])[C:12]1[CH:17]=[CH:16][CH:15]=[CH:14][CH:13]=1. The reactants are Br[C:2]1[CH:7]=[CH:6][C:5]([OH:8])=[CH:4][C:3]=1[F:9].[CH3:10][NH:11][C:12]1[CH:17]=[CH:16][CH:15]=[CH:14][CH:13]=1. No catalyst specified. (7) The catalyst is C(O)C. The reactants are [CH3:1][C:2]1[N:7]=[C:6]2[N:8](S(C3C=CC(C)=CC=3)(=O)=O)[CH:9]=[CH:10][C:5]2=[CH:4][CH:3]=1.[OH-].[Na+]. The product is [CH3:1][C:2]1[N:7]=[C:6]2[NH:8][CH:9]=[CH:10][C:5]2=[CH:4][CH:3]=1. The yield is 0.900. (8) The reactants are [Cl:1][C:2]1[CH:7]=[C:6]([N+:8]([O-])=O)[CH:5]=[C:4]([Cl:11])[C:3]=1[O:12][CH2:13][C:14]([F:17])([F:16])[F:15].Cl[Sn]Cl.[OH-].[Na+].CC(=O)OCC. The catalyst is CO.Cl. The product is [Cl:1][C:2]1[CH:7]=[C:6]([CH:5]=[C:4]([Cl:11])[C:3]=1[O:12][CH2:13][C:14]([F:15])([F:16])[F:17])[NH2:8]. The yield is 0.940.